Dataset: Full USPTO retrosynthesis dataset with 1.9M reactions from patents (1976-2016). Task: Predict the reactants needed to synthesize the given product. (1) Given the product [N+:1]([C:4]1[CH:5]=[CH:6][C:7]([NH:10][C:21](=[O:22])[O:23][C:24]([CH3:27])([CH3:26])[CH3:25])=[N:8][CH:9]=1)([O-:3])=[O:2], predict the reactants needed to synthesize it. The reactants are: [N+:1]([C:4]1[CH:5]=[CH:6][C:7]([NH2:10])=[N:8][CH:9]=1)([O-:3])=[O:2].C[Si]([N-][Si](C)(C)C)(C)C.[Na+].[C:21](O[C:21]([O:23][C:24]([CH3:27])([CH3:26])[CH3:25])=[O:22])([O:23][C:24]([CH3:27])([CH3:26])[CH3:25])=[O:22]. (2) Given the product [CH2:8]([C:10]1[CH:15]=[CH:14][C:13]([NH:16][C:19](=[O:21])[CH3:20])=[CH:12][C:11]=1[O:17][CH3:18])[CH3:9], predict the reactants needed to synthesize it. The reactants are: C(N(CC)CC)C.[CH2:8]([C:10]1[CH:15]=[CH:14][C:13]([NH2:16])=[CH:12][C:11]=1[O:17][CH3:18])[CH3:9].[C:19](Cl)(=[O:21])[CH3:20]. (3) Given the product [F:18][CH:17]([F:19])[C:14]1[N:12]2[CH2:13][C@:8]([C:6]3[CH:7]=[C:2]([NH:1][C:37]([C:34]4[CH:33]=[CH:32][C:31]([F:30])=[CH:36][N:35]=4)=[O:38])[CH:3]=[CH:4][C:5]=3[F:29])([CH3:28])[N:9]=[C:10]([NH:20][C:21](=[O:27])[O:22][C:23]([CH3:24])([CH3:25])[CH3:26])[C:11]2=[N:16][CH:15]=1, predict the reactants needed to synthesize it. The reactants are: [NH2:1][C:2]1[CH:3]=[CH:4][C:5]([F:29])=[C:6]([C@:8]2([CH3:28])[CH2:13][N:12]3[C:14]([CH:17]([F:19])[F:18])=[CH:15][N:16]=[C:11]3[C:10]([NH:20][C:21](=[O:27])[O:22][C:23]([CH3:26])([CH3:25])[CH3:24])=[N:9]2)[CH:7]=1.[F:30][C:31]1[CH:32]=[CH:33][C:34]([C:37](O)=[O:38])=[N:35][CH:36]=1. (4) Given the product [C:1]([O:4][CH2:5][C:6]1[C:7]([N:27]2[CH2:26][CH2:25][N:18]3[C:19]4[CH2:20][CH2:21][CH2:22][CH2:23][C:24]=4[C:16]([F:15])=[C:17]3[C:28]2=[O:29])=[CH:8][C:9]([F:13])=[CH:10][C:11]=1[Br:12])(=[O:3])[CH3:2], predict the reactants needed to synthesize it. The reactants are: [C:1]([O:4][CH2:5][C:6]1[C:11]([Br:12])=[CH:10][C:9]([F:13])=[CH:8][C:7]=1Br)(=[O:3])[CH3:2].[F:15][C:16]1[C:24]2[CH2:23][CH2:22][CH2:21][CH2:20][C:19]=2[N:18]2[CH2:25][CH2:26][NH:27][C:28](=[O:29])[C:17]=12.C(=O)([O-])[O-].[Cs+].[Cs+].CC1(C)C2C(=C(P(C3C=CC=CC=3)C3C=CC=CC=3)C=CC=2)OC2C(P(C3C=CC=CC=3)C3C=CC=CC=3)=CC=CC1=2. (5) Given the product [F:14][C:15]1[CH:20]=[C:19]([F:21])[CH:18]=[CH:17][C:16]=1[C:22]1[C:23]([C:27]2[NH:26][CH:30]=[CH:29][N:28]=2)=[CH:9][N:8]=[C:7]([NH:13][CH2:12][CH2:11][NH:10][C:7]2[CH:6]=[CH:5][C:4]([N+:1]([O-:3])=[O:2])=[CH:9][N:8]=2)[N:10]=1, predict the reactants needed to synthesize it. The reactants are: [N+:1]([C:4]1[CH:5]=[CH:6][C:7]([NH:10][CH2:11][CH2:12][NH2:13])=[N:8][CH:9]=1)([O-:3])=[O:2].[F:14][C:15]1[CH:20]=[C:19]([F:21])[CH:18]=[CH:17][C:16]=1[C:22](=O)[CH2:23]Cl.[NH:26]1[CH:30]=[CH:29][N:28]=[CH:27]1. (6) Given the product [CH2:27]([NH:34][CH:22]1[CH2:23][CH2:24][CH2:25][N:20]([C:19]2[C:14]3[CH:13]=[CH:12][N:11]([S:1]([C:4]4[CH:10]=[CH:9][C:7]([CH3:8])=[CH:6][CH:5]=4)(=[O:3])=[O:2])[C:15]=3[N:16]=[CH:17][N:18]=2)[CH2:21]1)[C:28]1[CH:33]=[CH:32][CH:31]=[CH:30][CH:29]=1, predict the reactants needed to synthesize it. The reactants are: [S:1]([N:11]1[C:15]2[N:16]=[CH:17][N:18]=[C:19]([N:20]3[CH2:25][CH2:24][CH2:23][C:22](=O)[CH2:21]3)[C:14]=2[CH:13]=[CH:12]1)([C:4]1[CH:10]=[CH:9][C:7]([CH3:8])=[CH:6][CH:5]=1)(=[O:3])=[O:2].[CH2:27]([NH2:34])[C:28]1[CH:33]=[CH:32][CH:31]=[CH:30][CH:29]=1.CC(O)=O.[BH3-]C#N.[Na+].